This data is from Reaction yield outcomes from USPTO patents with 853,638 reactions. The task is: Predict the reaction yield, written as a fraction of the theoretical maximum amount of product (1.0 means a 100% yield; for example, 0.34 means a 34% yield). (1) The reactants are Cl[C:2]1[N:7]=[CH:6][C:5]([S:8]([C:11]2[S:15][C:14]([CH2:16][N:17]([CH3:25])[C:18](=[O:24])[O:19][C:20]([CH3:23])([CH3:22])[CH3:21])=[N:13][C:12]=2[C:26]2[C:27]([F:32])=[N:28][CH:29]=[CH:30][CH:31]=2)(=[O:10])=[O:9])=[CH:4][CH:3]=1.C(N(CC)CC)C.C(O)C. The catalyst is [C].[Pd].O1CCCC1. The product is [F:32][C:27]1[C:26]([C:12]2[N:13]=[C:14]([CH2:16][N:17]([CH3:25])[C:18](=[O:24])[O:19][C:20]([CH3:21])([CH3:22])[CH3:23])[S:15][C:11]=2[S:8]([C:5]2[CH:6]=[N:7][CH:2]=[CH:3][CH:4]=2)(=[O:10])=[O:9])=[CH:31][CH:30]=[CH:29][N:28]=1. The yield is 0.850. (2) The reactants are Br[C:2]1[CH:3]=[C:4]([N:9]([CH3:16])[C:10]2[CH:11]=[N:12][CH:13]=[N:14][CH:15]=2)[CH:5]=[C:6]([Cl:8])[CH:7]=1.[Cl:17][C:18]1[CH:19]=[C:20]([CH:24]=[CH:25][CH:26]=1)[C:21]([NH2:23])=[O:22].CC([O-])(C)C.[Na+].CC1(C)C2C(=C(P(C3C=CC=CC=3)C3C=CC=CC=3)C=CC=2)OC2C(P(C3C=CC=CC=3)C3C=CC=CC=3)=CC=CC1=2. The catalyst is C1(C)C=CC=CC=1.CC([O-])=O.CC([O-])=O.[Pd+2]. The product is [Cl:17][C:18]1[CH:19]=[C:20]([CH:24]=[CH:25][CH:26]=1)[C:21]([NH:23][C:2]1[CH:3]=[C:4]([N:9]([CH3:16])[C:10]2[CH:11]=[N:12][CH:13]=[N:14][CH:15]=2)[CH:5]=[C:6]([Cl:8])[CH:7]=1)=[O:22]. The yield is 0.570. (3) The reactants are [CH:1]1([SH:6])[CH2:5][CH2:4][CH2:3][CH2:2]1.CC(C)([O-])C.[K+].Cl[C:14]1[N+:19]([O-:20])=[C:18]2[CH2:21][CH2:22][CH2:23][C:17]2=[C:16]([Cl:24])[CH:15]=1. The catalyst is O1CCOCC1.C(Cl)Cl. The product is [Cl:24][C:16]1[CH:15]=[C:14]([S:6][CH:1]2[CH2:5][CH2:4][CH2:3][CH2:2]2)[N+:19]([O-:20])=[C:18]2[CH2:21][CH2:22][CH2:23][C:17]=12. The yield is 0.860. (4) The reactants are [F:1][C:2]1[CH:3]=[C:4]([CH:8]2[CH2:12][CH2:11][CH2:10][N:9]2[C:13]2[CH:18]=[CH:17][N:16]3[N:19]=[CH:20][C:21]([C:22]([OH:24])=O)=[C:15]3[N:14]=2)[CH:5]=[N:6][CH:7]=1.Cl.[C:26]([NH:30][NH2:31])(=[O:29])[CH2:27]C.CCN(C(C)C)C(C)C.CN(C(ON1N=NC2C=CC=NC1=2)=[N+](C)C)C.F[P-](F)(F)(F)(F)F. The catalyst is CN(C=O)C.O. The product is [C:26]([NH:30][NH:31][C:22]([C:21]1[CH:20]=[N:19][N:16]2[CH:17]=[CH:18][C:13]([N:9]3[CH2:10][CH2:11][CH2:12][CH:8]3[C:4]3[CH:5]=[N:6][CH:7]=[C:2]([F:1])[CH:3]=3)=[N:14][C:15]=12)=[O:24])(=[O:29])[CH3:27]. The yield is 0.710.